From a dataset of Reaction yield outcomes from USPTO patents with 853,638 reactions. Predict the reaction yield, written as a fraction of the theoretical maximum amount of product (1.0 means a 100% yield; for example, 0.34 means a 34% yield). (1) The product is [NH2:1][C:2]1[N:10]=[CH:9][N:8]=[C:7]2[C:3]=1[N:4]=[CH:5][N:6]2[C@@H:11]1[O:12][C@H:13]([CH2:21][N:22]([CH2:40][CH2:41][OH:42])[CH2:23][CH2:24][CH2:25][NH:26][C:27]([NH:29][C:30]2[CH:35]=[CH:34][C:33]([C:36]([CH3:39])([CH3:37])[CH3:38])=[CH:32][CH:31]=2)=[O:28])[C@@H:14]([OH:18])[C@H:15]1[OH:16]. The reactants are [NH2:1][C:2]1[N:10]=[CH:9][N:8]=[C:7]2[C:3]=1[N:4]=[CH:5][N:6]2[C@H:11]1[C@@H:15]2[O:16]C(C)(C)[O:18][C@@H:14]2[C@@H:13]([CH2:21][N:22]([CH2:40][CH2:41][OH:42])[CH2:23][CH2:24][CH2:25][NH:26][C:27]([NH:29][C:30]2[CH:35]=[CH:34][C:33]([C:36]([CH3:39])([CH3:38])[CH3:37])=[CH:32][CH:31]=2)=[O:28])[O:12]1.C([O-])([O-])=O.[K+].[K+].O. The catalyst is C(O)(C(F)(F)F)=O. The yield is 0.740. (2) The reactants are [CH2:1]([O:8][N:9]1[CH2:15][CH:14]=[CH:13][CH2:12][C@@H:11]([NH:16][S:17]([C:20]2[CH:25]=[CH:24][C:23]([O:26][C:27]3[CH:32]=[CH:31][C:30]([Cl:33])=[CH:29][CH:28]=3)=[CH:22][CH:21]=2)(=[O:19])=[O:18])[C:10]1=[O:34])[C:2]1[CH:7]=[CH:6][CH:5]=[CH:4][CH:3]=1.C([O-])([O-])=O.[Cs+].[Cs+].Cl.Cl[CH2:43][CH2:44][N:45]1[CH2:50][CH2:49][O:48][CH2:47][CH2:46]1.C(OCC)(=O)C. The catalyst is CS(C)=O. The product is [CH2:1]([O:8][N:9]1[CH2:15][CH:14]=[CH:13][CH2:12][C@@H:11]([N:16]([CH2:43][CH2:44][N:45]2[CH2:50][CH2:49][O:48][CH2:47][CH2:46]2)[S:17]([C:20]2[CH:25]=[CH:24][C:23]([O:26][C:27]3[CH:28]=[CH:29][C:30]([Cl:33])=[CH:31][CH:32]=3)=[CH:22][CH:21]=2)(=[O:18])=[O:19])[C:10]1=[O:34])[C:2]1[CH:3]=[CH:4][CH:5]=[CH:6][CH:7]=1. The yield is 0.800.